From a dataset of NCI-60 drug combinations with 297,098 pairs across 59 cell lines. Regression. Given two drug SMILES strings and cell line genomic features, predict the synergy score measuring deviation from expected non-interaction effect. (1) Drug 1: CCN(CC)CCNC(=O)C1=C(NC(=C1C)C=C2C3=C(C=CC(=C3)F)NC2=O)C. Drug 2: C(CC(=O)O)C(=O)CN.Cl. Cell line: DU-145. Synergy scores: CSS=32.5, Synergy_ZIP=-4.30, Synergy_Bliss=-5.72, Synergy_Loewe=-8.66, Synergy_HSA=-9.04. (2) Drug 1: CS(=O)(=O)CCNCC1=CC=C(O1)C2=CC3=C(C=C2)N=CN=C3NC4=CC(=C(C=C4)OCC5=CC(=CC=C5)F)Cl. Drug 2: CC1=C(C(=O)C2=C(C1=O)N3CC4C(C3(C2COC(=O)N)OC)N4)N. Cell line: SF-295. Synergy scores: CSS=50.7, Synergy_ZIP=0.438, Synergy_Bliss=0.148, Synergy_Loewe=-38.6, Synergy_HSA=-1.45. (3) Drug 1: CN1CCC(CC1)COC2=C(C=C3C(=C2)N=CN=C3NC4=C(C=C(C=C4)Br)F)OC. Drug 2: C1CNP(=O)(OC1)N(CCCl)CCCl. Cell line: A549. Synergy scores: CSS=2.01, Synergy_ZIP=-1.33, Synergy_Bliss=-4.68, Synergy_Loewe=-21.6, Synergy_HSA=-3.95. (4) Drug 2: COC1=CC(=CC(=C1O)OC)C2C3C(COC3=O)C(C4=CC5=C(C=C24)OCO5)OC6C(C(C7C(O6)COC(O7)C8=CC=CS8)O)O. Cell line: UACC62. Synergy scores: CSS=47.5, Synergy_ZIP=-3.20, Synergy_Bliss=1.07, Synergy_Loewe=2.98, Synergy_HSA=4.93. Drug 1: COC1=C(C=C2C(=C1)N=CN=C2NC3=CC(=C(C=C3)F)Cl)OCCCN4CCOCC4. (5) Drug 1: C1=CC(=CC=C1CC(C(=O)O)N)N(CCCl)CCCl.Cl. Drug 2: CC(C)NC(=O)C1=CC=C(C=C1)CNNC.Cl. Cell line: BT-549. Synergy scores: CSS=9.73, Synergy_ZIP=-1.64, Synergy_Bliss=4.95, Synergy_Loewe=-0.0704, Synergy_HSA=2.77. (6) Drug 1: CCC1=CC2CC(C3=C(CN(C2)C1)C4=CC=CC=C4N3)(C5=C(C=C6C(=C5)C78CCN9C7C(C=CC9)(C(C(C8N6C)(C(=O)OC)O)OC(=O)C)CC)OC)C(=O)OC.C(C(C(=O)O)O)(C(=O)O)O. Drug 2: CC(C)(C#N)C1=CC(=CC(=C1)CN2C=NC=N2)C(C)(C)C#N. Cell line: NCI-H322M. Synergy scores: CSS=15.8, Synergy_ZIP=0.547, Synergy_Bliss=0.557, Synergy_Loewe=-12.0, Synergy_HSA=1.30.